Dataset: Human liver microsome stability data. Task: Regression/Classification. Given a drug SMILES string, predict its absorption, distribution, metabolism, or excretion properties. Task type varies by dataset: regression for continuous measurements (e.g., permeability, clearance, half-life) or binary classification for categorical outcomes (e.g., BBB penetration, CYP inhibition). Dataset: hlm. (1) The compound is O=C(N[C@@H](Cc1c[nH]c2ccccc12)C(=O)Nc1ccncc1)c1cc(Br)ccc1F. The result is 1 (stable in human liver microsomes). (2) The drug is O=C(c1cc2cc(C3CC3)ccc2[nH]1)N1CC(=O)N(Cc2ccc3cc[nH]c3c2)[C@@H](Cc2ccccc2)C1. The result is 0 (unstable in human liver microsomes). (3) The compound is CC[C@H]1C[C@H](C)[C@@]2(NC1=O)O[C@@H](C[C@H](O)[C@@H](C)CC/C=C/C=C(\C)[C@@H]1C/C=C/C=C/[C@H](O)[C@H](C)[C@@H](O)[C@@H](CCC(C)=O)C(=O)N[C@@H](C(C)C)C(=O)N[C@@H](Cc3cccc(O)c3)C(=O)N3CCCC(N3)C(=O)O1)[C@H](C)[C@H](O)[C@@H]2C. The result is 1 (stable in human liver microsomes). (4) The compound is Cn1nc(C(C)(C)NC(=O)[C@H]2[C@@H]3CNC[C@@H]32)c2ccccc21. The result is 0 (unstable in human liver microsomes). (5) The drug is N=c1c(C(=O)NCC(=O)c2ccccc2)cc2c(=O)n3ccccc3nc2n1Cc1ccccc1. The result is 0 (unstable in human liver microsomes). (6) The compound is COc1cccc(CN(CCN(C)C)C(=O)c2nc3ccc(-c4cn[nH]c4)cc3s2)c1. The result is 1 (stable in human liver microsomes). (7) The molecule is Cc1ccccc1C(=O)N[C@H](c1cn(C2(C#N)CC2)nn1)C1CCCCC1. The result is 1 (stable in human liver microsomes).